Dataset: Full USPTO retrosynthesis dataset with 1.9M reactions from patents (1976-2016). Task: Predict the reactants needed to synthesize the given product. (1) Given the product [F:1][C:2]([F:7])([F:6])[C:3]([OH:5])=[O:4].[F:8][C:9]([F:14])([F:13])[C:10]([OH:12])=[O:11].[Cl:22][C:23]1[CH:24]=[N:25][C:26]2[NH:27][C:28]3[CH:29]=[N:30][CH:31]=[C:32]([CH:54]=3)[CH2:33][CH2:34][C:35]3[CH:43]=[C:39]([NH:40][C:41]=1[N:42]=2)[CH:38]=[CH:37][C:36]=3[NH:44][C:45](=[O:53])[CH2:46][CH:47]1[CH2:52][CH2:51][N:50]([C:62]([C:60]2[O:59][N:58]=[C:57]([O:56][CH3:55])[CH:61]=2)=[O:63])[CH2:49][CH2:48]1, predict the reactants needed to synthesize it. The reactants are: [F:1][C:2]([F:7])([F:6])[C:3]([OH:5])=[O:4].[F:8][C:9]([F:14])([F:13])[C:10]([OH:12])=[O:11].FC(F)(F)C(O)=O.[Cl:22][C:23]1[CH:24]=[N:25][C:26]2[NH:27][C:28]3[CH:29]=[N:30][CH:31]=[C:32]([CH:54]=3)[CH2:33][CH2:34][C:35]3[CH:43]=[C:39]([NH:40][C:41]=1[N:42]=2)[CH:38]=[CH:37][C:36]=3[NH:44][C:45](=[O:53])[CH2:46][CH:47]1[CH2:52][CH2:51][NH:50][CH2:49][CH2:48]1.[CH3:55][O:56][C:57]1[CH:61]=[C:60]([C:62](O)=[O:63])[O:59][N:58]=1. (2) Given the product [Br:1][C:10]1[CH:11]=[C:6]2[CH2:5][CH2:4][NH:3][C:7]2=[N:8][CH:9]=1, predict the reactants needed to synthesize it. The reactants are: [Br:1]Br.[NH:3]1[C:7]2=[N:8][CH:9]=[CH:10][CH:11]=[C:6]2[CH2:5][CH2:4]1.C([O-])(O)=O.[Na+].[O-]S([O-])(=S)=O.[Na+].[Na+]. (3) Given the product [F:12][C:2]([F:1])([F:11])[CH2:3][O:4][C:5]1[CH:9]=[C:8]2[N:10]=[C:15]([CH3:17])[CH:14]=[C:13]([OH:18])[N:7]2[N:6]=1, predict the reactants needed to synthesize it. The reactants are: [F:1][C:2]([F:12])([F:11])[CH2:3][O:4][C:5]1[CH:9]=[C:8]([NH2:10])[NH:7][N:6]=1.[C:13](OCC)(=[O:18])[CH2:14][C:15]([CH3:17])=O.